From a dataset of Peptide-MHC class II binding affinity with 134,281 pairs from IEDB. Regression. Given a peptide amino acid sequence and an MHC pseudo amino acid sequence, predict their binding affinity value. This is MHC class II binding data. (1) The peptide sequence is LVGPFNFRFMSKGGMRNVFDEVIPT. The MHC is DRB1_0802 with pseudo-sequence DRB1_0802. The binding affinity (normalized) is 0.848. (2) The peptide sequence is IIEPTAAAIAYGLDR. The MHC is HLA-DQA10501-DQB10301 with pseudo-sequence HLA-DQA10501-DQB10301. The binding affinity (normalized) is 0.700.